The task is: Predict the reaction yield, written as a fraction of the theoretical maximum amount of product (1.0 means a 100% yield; for example, 0.34 means a 34% yield).. This data is from Reaction yield outcomes from USPTO patents with 853,638 reactions. (1) The reactants are C([O:8][CH2:9][CH2:10][O:11][CH2:12][CH2:13][CH2:14][O:15][CH2:16][C:17]([O:19][C:20]([CH3:23])([CH3:22])[CH3:21])=[O:18])C1C=CC=CC=1.[H][H]. The catalyst is [Pd].CO. The product is [OH:8][CH2:9][CH2:10][O:11][CH2:12][CH2:13][CH2:14][O:15][CH2:16][C:17]([O:19][C:20]([CH3:23])([CH3:22])[CH3:21])=[O:18]. The yield is 0.990. (2) The reactants are [Cl:1][C:2]1[CH:3]=[N:4][CH:5]=[C:6]([Cl:17])[C:7]=1[N:8]1[CH2:13][CH2:12][CH:11]([C:14]([NH2:16])=[O:15])[CH2:10][CH2:9]1.OO.FC(F)(F)C(OC(=O)C(F)(F)F)=[O:23]. The catalyst is C(Cl)Cl. The product is [C:14]([CH:11]1[CH2:12][CH2:13][N:8]([C:7]2[C:6]([Cl:17])=[CH:5][N+:4]([O-:23])=[CH:3][C:2]=2[Cl:1])[CH2:9][CH2:10]1)(=[O:15])[NH2:16]. The yield is 0.190. (3) The reactants are [OH:1][C:2]1[CH:3]=[C:4]([CH:10]=[CH:11][C:12]=1[OH:13])[CH:5](O)[C:6]([OH:8])=[O:7].[H][H].[CH3:16]O. The catalyst is Cl.[Pd]. The product is [CH3:16][O:8][C:6](=[O:7])[CH2:5][C:4]1[CH:10]=[CH:11][C:12]([OH:13])=[C:2]([OH:1])[CH:3]=1. The yield is 0.827. (4) The reactants are [Cl:1][C:2]1[CH:22]=[C:21]([Cl:23])[CH:20]=[CH:19][C:3]=1[CH2:4][N:5]1[C:9]([CH2:10][CH2:11][C:12]([OH:14])=O)=[CH:8][C:7]([O:15][CH:16]([CH3:18])[CH3:17])=[N:6]1.[CH3:24][C:25]1[CH:30]=[CH:29][CH:28]=[CH:27][C:26]=1[S:31]([NH2:34])(=[O:33])=[O:32].N12CCCN=C1CCCCC2. The catalyst is O1CCCC1. The product is [Cl:1][C:2]1[CH:22]=[C:21]([Cl:23])[CH:20]=[CH:19][C:3]=1[CH2:4][N:5]1[C:9]([CH2:10][CH2:11][C:12]([NH:34][S:31]([C:26]2[CH:27]=[CH:28][CH:29]=[CH:30][C:25]=2[CH3:24])(=[O:32])=[O:33])=[O:14])=[CH:8][C:7]([O:15][CH:16]([CH3:18])[CH3:17])=[N:6]1. The yield is 0.360. (5) The reactants are FC(F)(F)C(O)=O.[O:8]1[CH:12]=[CH:11][CH:10]=[C:9]1[C:13]1[O:17][C:16]([C:18](=[O:28])[CH2:19][CH2:20][CH2:21][CH:22]2[CH2:27][CH2:26][NH:25][CH2:24][CH2:23]2)=[N:15][CH:14]=1.[CH:29](=O)[C:30]1[CH:35]=[CH:34][CH:33]=[CH:32][CH:31]=1.[BH-](OC(C)=O)(OC(C)=O)OC(C)=O.[Na+]. The catalyst is C(Cl)Cl. The product is [CH2:29]([N:25]1[CH2:26][CH2:27][CH:22]([CH2:21][CH2:20][CH2:19][C:18]([C:16]2[O:17][C:13]([C:9]3[O:8][CH:12]=[CH:11][CH:10]=3)=[CH:14][N:15]=2)=[O:28])[CH2:23][CH2:24]1)[C:30]1[CH:35]=[CH:34][CH:33]=[CH:32][CH:31]=1. The yield is 0.380. (6) The reactants are C(=O)([O-])[O-].[K+].[K+].[N:7]1[CH:12]=[CH:11][CH:10]=[C:9]([NH:13][C:14]([N:16]2[CH2:19][CH:18]([O:20][C:21]3[CH:26]=[CH:25][C:24]([C:27]4[CH:32]=[CH:31][CH:30]=[C:29]([OH:33])[CH:28]=4)=[CH:23][N:22]=3)[CH2:17]2)=[O:15])[CH:8]=1.[CH3:34][O:35][CH2:36][CH2:37]Br. The catalyst is CN(C=O)C. The product is [N:7]1[CH:12]=[CH:11][CH:10]=[C:9]([NH:13][C:14]([N:16]2[CH2:19][CH:18]([O:20][C:21]3[CH:26]=[CH:25][C:24]([C:27]4[CH:32]=[CH:31][CH:30]=[C:29]([O:33][CH2:37][CH2:36][O:35][CH3:34])[CH:28]=4)=[CH:23][N:22]=3)[CH2:17]2)=[O:15])[CH:8]=1. The yield is 0.290.